Dataset: Reaction yield outcomes from USPTO patents with 853,638 reactions. Task: Predict the reaction yield, written as a fraction of the theoretical maximum amount of product (1.0 means a 100% yield; for example, 0.34 means a 34% yield). (1) The reactants are ClC1C=C(OC)C(NS(C2SC(C)=NC=2C)(=O)=O)=NC=1.[F:21][C:22]([F:34])([F:33])[C:23]1[N:28]=[CH:27][C:26]([S:29](Cl)(=[O:31])=[O:30])=[CH:25][CH:24]=1.CC1N=C(C)SC=1S(Cl)(=O)=O.[Br:46][C:47]1[CH:48]=[C:49]([O:54]C)[C:50]([NH2:53])=[N:51][CH:52]=1.ClC1C=C(OC)C(N)=NC=1. No catalyst specified. The product is [Br:46][C:47]1[CH:48]=[C:49]([OH:54])[C:50]([NH:53][S:29]([C:26]2[CH:27]=[N:28][C:23]([C:22]([F:34])([F:33])[F:21])=[CH:24][CH:25]=2)(=[O:31])=[O:30])=[N:51][CH:52]=1. The yield is 0.580. (2) The reactants are [NH2:1][C@H:2]1[C:11]2[C:6](=[CH:7][CH:8]=[C:9]([N:12]3[CH2:17][CH2:16][O:15][CH2:14][CH2:13]3)[CH:10]=2)[N:5]([C:18](=[O:20])[CH3:19])[C@@H:4]([CH:21]2[CH2:23][CH2:22]2)[C@@H:3]1[CH3:24].Br[C:26]1[CH:31]=[CH:30][CH:29]=[CH:28][CH:27]=1.CC(C)([O-])C.[Na+].CN(C1C(C2C(P(C3CCCCC3)C3CCCCC3)=CC=CC=2)=CC=CC=1)C. The catalyst is O1CCOCC1.C1C=CC(/C=C/C(/C=C/C2C=CC=CC=2)=O)=CC=1.C1C=CC(/C=C/C(/C=C/C2C=CC=CC=2)=O)=CC=1.C1C=CC(/C=C/C(/C=C/C2C=CC=CC=2)=O)=CC=1.[Pd].[Pd]. The product is [CH:21]1([C@H:4]2[C@H:3]([CH3:24])[C@@H:2]([NH:1][C:26]3[CH:31]=[CH:30][CH:29]=[CH:28][CH:27]=3)[C:11]3[C:6](=[CH:7][CH:8]=[C:9]([N:12]4[CH2:13][CH2:14][O:15][CH2:16][CH2:17]4)[CH:10]=3)[N:5]2[C:18](=[O:20])[CH3:19])[CH2:23][CH2:22]1. The yield is 0.540. (3) The reactants are [CH3:1][CH:2]([OH:14])[CH2:3][CH2:4][CH2:5][CH2:6][CH2:7][CH2:8][CH2:9][CH2:10][CH2:11][CH2:12][CH3:13].C(N(CC)CC)C.[Br:22][C:23](C)([CH3:27])[C:24](Br)=[O:25]. The catalyst is C1(C)C=CC=CC=1. The product is [Br:22][CH:23]([CH3:27])[C:24]([O:14][C:2]([CH2:3][CH2:4][CH2:5][CH2:6][CH2:7][CH2:8][CH2:9][CH2:10][CH2:11][CH2:12][CH3:13])=[CH2:1])=[O:25]. The yield is 0.960. (4) The reactants are [F-].C([N+](CCCC)(CCCC)CCCC)CCC.[CH3:19][N:20]([CH2:22][C:23]1C[C:26]([C:28]2[CH:35]=[CH:34][CH:33]=[CH:32][C:29]=2[CH:30]=[O:31])=[CH:25][CH:24]=1)[CH3:21].[F:36][C:37]([Si](C)(C)C)([F:39])[F:38].Cl.C1C[O:48]CC1. No catalyst specified. The product is [CH3:21][N:20]([CH2:22][C:23]1[O:48][C:26]([C:28]2[CH:35]=[CH:34][CH:33]=[CH:32][C:29]=2[CH:30]([OH:31])[C:37]([F:39])([F:38])[F:36])=[CH:25][CH:24]=1)[CH3:19]. The yield is 0.660. (5) The yield is 0.850. The reactants are B.CSC.[F:5][C:6]([F:18])([F:17])[C:7]([C:13]([F:16])([F:15])[F:14])([OH:12])[CH2:8][C:9]([CH3:11])=[CH2:10].[OH-:19].[Na+]. The catalyst is C1COCC1. The product is [F:5][C:6]([F:17])([F:18])[C:7]([C:13]([F:14])([F:15])[F:16])([OH:12])[CH2:8][CH:9]([CH3:11])[CH2:10][OH:19]. (6) The reactants are [NH2:1][C:2]1[CH:6]=[C:5]([C:7]2[CH:12]=[CH:11][N:10]=[CH:9][CH:8]=2)[S:4][C:3]=1[C:13]([NH2:15])=[O:14].[F:16][C:17]([F:23])([F:22])[CH2:18][C:19](=O)[CH3:20].O.C1(C)C=CC(S(O)(=O)=O)=CC=1.C(=O)([O-])O.[Na+]. The catalyst is C(O)(=O)C. The product is [CH3:20][C:19]1([CH2:18][C:17]([F:23])([F:22])[F:16])[NH:1][C:2]2[CH:6]=[C:5]([C:7]3[CH:8]=[CH:9][N:10]=[CH:11][CH:12]=3)[S:4][C:3]=2[C:13](=[O:14])[NH:15]1. The yield is 0.150. (7) The reactants are C(O[C:4]([C:6]1[N:7]=[N:8][C:9]([O:12][CH2:13][C:14]2[C:15]([C:20]3[CH:25]=[CH:24][C:23]([F:26])=[CH:22][CH:21]=3)=[N:16][O:17][C:18]=2[CH3:19])=[CH:10][CH:11]=1)=[O:5])C.[NH:27]1[CH2:32][CH2:31][O:30][CH2:29][CH2:28]1. No catalyst specified. The product is [F:26][C:23]1[CH:22]=[CH:21][C:20]([C:15]2[C:14]([CH2:13][O:12][C:9]3[N:8]=[N:7][C:6]([C:4]([N:27]4[CH2:32][CH2:31][O:30][CH2:29][CH2:28]4)=[O:5])=[CH:11][CH:10]=3)=[C:18]([CH3:19])[O:17][N:16]=2)=[CH:25][CH:24]=1. The yield is 0.830. (8) The product is [C:31]([O:30][C:28]([C:23]1[CH:24]=[CH:25][CH:26]=[CH:27][C:22]=1[C:19]1[CH:20]=[CH:21][C:16]([CH2:15][N:4]2[C:5]3[C:10](=[CH:9][C:8]([C:11]([O:13][CH3:14])=[O:12])=[CH:7][CH:6]=3)[C:2]([CH3:35])=[N:3]2)=[CH:17][CH:18]=1)=[O:29])([CH3:34])([CH3:33])[CH3:32]. The yield is 0.810. The catalyst is C1C=CC([P]([Pd]([P](C2C=CC=CC=2)(C2C=CC=CC=2)C2C=CC=CC=2)([P](C2C=CC=CC=2)(C2C=CC=CC=2)C2C=CC=CC=2)[P](C2C=CC=CC=2)(C2C=CC=CC=2)C2C=CC=CC=2)(C2C=CC=CC=2)C2C=CC=CC=2)=CC=1.O. The reactants are Br[C:2]1[C:10]2[C:5](=[CH:6][CH:7]=[C:8]([C:11]([O:13][CH3:14])=[O:12])[CH:9]=2)[N:4]([CH2:15][C:16]2[CH:21]=[CH:20][C:19]([C:22]3[CH:27]=[CH:26][CH:25]=[CH:24][C:23]=3[C:28]([O:30][C:31]([CH3:34])([CH3:33])[CH3:32])=[O:29])=[CH:18][CH:17]=2)[N:3]=1.[C:35](=O)([O-])[O-].[Cs+].[Cs+].O1CCOCC1. (9) The reactants are [Cl:1][C:2]1[CH:7]=[CH:6][C:5]([S:8]([NH:11][C@H:12]([C:15]2[CH:20]=[CH:19][CH:18]=[CH:17][CH:16]=2)[CH2:13][CH3:14])(=[O:10])=[O:9])=[CH:4][CH:3]=1.Br[CH2:22][C:23]1[CH:32]=[CH:31][C:26]([C:27]([O:29][CH3:30])=[O:28])=[C:25]([F:33])[CH:24]=1.C([O-])([O-])=O.[K+].[K+]. The catalyst is CN(C=O)C. The product is [Cl:1][C:2]1[CH:7]=[CH:6][C:5]([S:8]([N:11]([CH2:22][C:23]2[CH:32]=[CH:31][C:26]([C:27]([O:29][CH3:30])=[O:28])=[C:25]([F:33])[CH:24]=2)[C@H:12]([C:15]2[CH:16]=[CH:17][CH:18]=[CH:19][CH:20]=2)[CH2:13][CH3:14])(=[O:10])=[O:9])=[CH:4][CH:3]=1. The yield is 0.380. (10) The reactants are [OH:1][C:2]1[CH:12]=[CH:11][C:5]([C:6]([O:8][CH2:9][CH3:10])=[O:7])=[CH:4][CH:3]=1.C(=O)([O-])[O-].[K+].[K+].[CH3:19][C:20]([CH3:24])=[CH:21][CH2:22]Cl. The catalyst is C(#N)C. The product is [CH3:19][C:20]([CH3:24])=[CH:21][CH2:22][O:1][C:2]1[CH:3]=[CH:4][C:5]([C:6]([O:8][CH2:9][CH3:10])=[O:7])=[CH:11][CH:12]=1. The yield is 0.950.